This data is from Peptide-MHC class I binding affinity with 185,985 pairs from IEDB/IMGT. The task is: Regression. Given a peptide amino acid sequence and an MHC pseudo amino acid sequence, predict their binding affinity value. This is MHC class I binding data. (1) The peptide sequence is FLGKIWPSYK. The MHC is HLA-B45:01 with pseudo-sequence HLA-B45:01. The binding affinity (normalized) is 0. (2) The peptide sequence is STLNFNNLR. The MHC is HLA-A31:01 with pseudo-sequence HLA-A31:01. The binding affinity (normalized) is 1.00. (3) The peptide sequence is LALLAAFKVR. The MHC is HLA-A30:01 with pseudo-sequence HLA-A30:01. The binding affinity (normalized) is 0.601. (4) The MHC is HLA-A23:01 with pseudo-sequence HLA-A23:01. The binding affinity (normalized) is 0.565. The peptide sequence is QWFVERNMVI. (5) The peptide sequence is LTLTNTSII. The MHC is HLA-A02:01 with pseudo-sequence HLA-A02:01. The binding affinity (normalized) is 0.192. (6) The peptide sequence is VYAYPSGEK. The MHC is HLA-A11:01 with pseudo-sequence HLA-A11:01. The binding affinity (normalized) is 0.172. (7) The MHC is HLA-A26:01 with pseudo-sequence HLA-A26:01. The binding affinity (normalized) is 0. The peptide sequence is KDTWLDARM.